Dataset: Reaction yield outcomes from USPTO patents with 853,638 reactions. Task: Predict the reaction yield, written as a fraction of the theoretical maximum amount of product (1.0 means a 100% yield; for example, 0.34 means a 34% yield). (1) The reactants are C(OC(=O)[NH:7][CH2:8][CH2:9][O:10][C:11]1[C:20]2[C:15](=[CH:16][CH:17]=[CH:18][CH:19]=2)[C:14](=[O:21])[NH:13][C:12]=1[C:22]1[CH:27]=[CH:26][CH:25]=[C:24]([O:28][CH3:29])[CH:23]=1)(C)(C)C.[ClH:31]. The catalyst is CO.O1CCOCC1. The product is [ClH:31].[NH2:7][CH2:8][CH2:9][O:10][C:11]1[C:20]2[C:15](=[CH:16][CH:17]=[CH:18][CH:19]=2)[C:14](=[O:21])[NH:13][C:12]=1[C:22]1[CH:27]=[CH:26][CH:25]=[C:24]([O:28][CH3:29])[CH:23]=1. The yield is 0.970. (2) The reactants are [C:1]([NH:9][CH2:10][CH:11]1[CH2:16][CH2:15][CH2:14][CH:13]([N:17]2[C:26]3[CH:25]=[CH:24][CH:23]=[C:22]([C:27](O)=[O:28])[C:21]=3[C:20]3=[N:30][O:31][C:32]([CH3:33])=[C:19]3[C:18]2=[O:34])[CH2:12]1)(=[O:8])[C:2]1[CH:7]=[CH:6][CH:5]=[CH:4][CH:3]=1.CC[N:37]=C=NCCCN(C)C.C1C=CC2N(O)N=NC=2C=1.[NH4+].[Cl-].C(NC(C)C)(C)C. The catalyst is CN(C=O)C.CCOC(C)=O. The product is [C:1]([NH:9][CH2:10][CH:11]1[CH2:16][CH2:15][CH2:14][CH:13]([N:17]2[C:26]3[CH:25]=[CH:24][CH:23]=[C:22]([C:27]([NH2:37])=[O:28])[C:21]=3[C:20]3=[N:30][O:31][C:32]([CH3:33])=[C:19]3[C:18]2=[O:34])[CH2:12]1)(=[O:8])[C:2]1[CH:7]=[CH:6][CH:5]=[CH:4][CH:3]=1. The yield is 0.480.